Dataset: Catalyst prediction with 721,799 reactions and 888 catalyst types from USPTO. Task: Predict which catalyst facilitates the given reaction. (1) Reactant: [H-].[Na+].[CH3:3][O:4][C:5](=[O:24])[C:6]1[CH:11]=[C:10]([CH3:12])[C:9](Br)=[C:8]([S:14][CH2:15][C:16]2[CH:21]=[CH:20][CH:19]=[C:18]([Cl:22])[C:17]=2[OH:23])[CH:7]=1. Product: [CH3:3][O:4][C:5]([C:6]1[CH:11]=[C:10]([CH3:12])[C:9]2[O:23][C:17]3[C:18]([Cl:22])=[CH:19][CH:20]=[CH:21][C:16]=3[CH2:15][S:14][C:8]=2[CH:7]=1)=[O:24]. The catalyst class is: 3. (2) Reactant: [CH2:1]([C:3]1[CH:4]=[C:5]([CH:10]=[CH:11][C:12]=1[N:13]([CH3:24])[C:14]1[N:19]=[CH:18][C:17]2[N:20]=[CH:21][N:22]([CH3:23])[C:16]=2[CH:15]=1)[C:6]([O:8]C)=[O:7])[CH3:2].[OH-].[Na+:26]. Product: [CH2:1]([C:3]1[CH:4]=[C:5]([CH:10]=[CH:11][C:12]=1[N:13]([CH3:24])[C:14]1[N:19]=[CH:18][C:17]2[N:20]=[CH:21][N:22]([CH3:23])[C:16]=2[CH:15]=1)[C:6]([O-:8])=[O:7])[CH3:2].[Na+:26]. The catalyst class is: 20. (3) Reactant: [CH2:1]([C:5]1[CH:10]=[CH:9][C:8]([S:11]([NH:14][C:15]2[CH:20]=[CH:19][C:18]([N:21]3[CH2:26][CH2:25][C:24](=[O:27])[CH2:23][CH2:22]3)=[CH:17][CH:16]=2)(=[O:13])=[O:12])=[CH:7][CH:6]=1)[CH2:2][CH2:3][CH3:4].Br[CH2:29][C:30]([O:32][CH2:33][CH3:34])=[O:31].C(=O)([O-])[O-].[K+].[K+]. Product: [CH2:33]([O:32][C:30](=[O:31])[CH2:29][N:14]([S:11]([C:8]1[CH:7]=[CH:6][C:5]([CH2:1][CH2:2][CH2:3][CH3:4])=[CH:10][CH:9]=1)(=[O:13])=[O:12])[C:15]1[CH:20]=[CH:19][C:18]([N:21]2[CH2:22][CH2:23][C:24](=[O:27])[CH2:25][CH2:26]2)=[CH:17][CH:16]=1)[CH3:34]. The catalyst class is: 10. (4) The catalyst class is: 6. Product: [CH:31]([N:14]([CH2:13][C@@H:11]1[C@@H:10]([NH:34][CH2:42][CH2:41][C:35]2[CH:40]=[CH:39][CH:38]=[CH:37][CH:36]=2)[CH2:9][NH:8][CH2:12]1)[C:15](=[O:30])[C:16]1[CH:21]=[CH:20][C:19]([O:22][CH3:23])=[C:18]([O:24][CH2:25][CH2:26][CH2:27][O:28][CH3:29])[CH:17]=1)([CH3:32])[CH3:33]. Reactant: C(OC([N:8]1[CH2:12][C@@H:11]([CH2:13][N:14]([CH:31]([CH3:33])[CH3:32])[C:15](=[O:30])[C:16]2[CH:21]=[CH:20][C:19]([O:22][CH3:23])=[C:18]([O:24][CH2:25][CH2:26][CH2:27][O:28][CH3:29])[CH:17]=2)[C@H:10]([NH2:34])[CH2:9]1)=O)(C)(C)C.[C:35]1([CH2:41][CH:42]=O)[CH:40]=[CH:39][CH:38]=[CH:37][CH:36]=1.CC#N.O.CC#N. (5) Reactant: [CH3:1][O:2][C:3]1[C:4]([C:16]2[CH:21]=[CH:20][CH:19]=[CH:18][CH:17]=2)=[N:5][C:6]2[C:11]([C:12]=1[C:13](O)=[O:14])=[CH:10][CH:9]=[CH:8][CH:7]=2.C(Cl)(=O)C([Cl:25])=O. Product: [CH3:1][O:2][C:3]1[C:4]([C:16]2[CH:21]=[CH:20][CH:19]=[CH:18][CH:17]=2)=[N:5][C:6]2[C:11]([C:12]=1[C:13]([Cl:25])=[O:14])=[CH:10][CH:9]=[CH:8][CH:7]=2. The catalyst class is: 2. (6) Reactant: [Cl:1][C:2]1[CH:3]=[C:4]2[C:9](=[O:10])[O:8][C:6](=O)[C:5]2=[CH:11][C:12]=1[Cl:13].[CH2:14]([NH:19][CH2:20][C:21]([O:23][C:24]([CH3:27])([CH3:26])[CH3:25])=[O:22])[C:15]([CH3:18])([CH3:17])[CH3:16].C(N(CC)CC)C.O. Product: [Cl:13][C:12]1[CH:11]=[C:5]2[C:4](=[CH:3][C:2]=1[Cl:1])[C:9](=[O:10])[N:19]([CH2:14][C:15]([CH3:17])([CH3:18])[CH3:16])[C:20]([C:21]([O:23][C:24]([CH3:27])([CH3:26])[CH3:25])=[O:22])=[C:6]2[OH:8]. The catalyst class is: 7. (7) Reactant: [NH:1]1[C:9]2[C:4](=[CH:5][C:6]([CH:10]=[O:11])=[CH:7][CH:8]=2)[CH:3]=[CH:2]1.CS(C)=O.[H-].[Na+].[CH3:18][Si:19]([CH3:26])([CH3:25])[CH2:20][CH2:21][O:22][CH2:23]Cl. Product: [CH3:18][Si:19]([CH3:26])([CH3:25])[CH2:20][CH2:21][O:22][CH2:23][N:1]1[C:9]2[C:4](=[CH:5][C:6]([CH:10]=[O:11])=[CH:7][CH:8]=2)[CH:3]=[CH:2]1. The catalyst class is: 18. (8) Reactant: [CH3:1][C:2]1([CH3:20])[CH2:7][CH2:6][CH:5]([O:8][C:9]2[C:18]3[C:13](=[C:14]([NH2:19])[CH:15]=[CH:16][CH:17]=3)[N:12]=[CH:11][N:10]=2)[CH2:4][CH2:3]1.[Cl:21][C:22]1[CH:30]=[CH:29][C:28]([CH2:31][NH:32][C:33](=[O:38])[C:34]([CH3:37])([CH3:36])[CH3:35])=[CH:27][C:23]=1[C:24](O)=[O:25].C(Cl)(=O)C(Cl)=O.CCN(C(C)C)C(C)C. Product: [Cl:21][C:22]1[CH:30]=[CH:29][C:28]([CH2:31][NH:32][C:33](=[O:38])[C:34]([CH3:36])([CH3:35])[CH3:37])=[CH:27][C:23]=1[C:24]([NH:19][C:14]1[CH:15]=[CH:16][CH:17]=[C:18]2[C:13]=1[N:12]=[CH:11][N:10]=[C:9]2[O:8][CH:5]1[CH2:4][CH2:3][C:2]([CH3:20])([CH3:1])[CH2:7][CH2:6]1)=[O:25]. The catalyst class is: 85.